Dataset: Full USPTO retrosynthesis dataset with 1.9M reactions from patents (1976-2016). Task: Predict the reactants needed to synthesize the given product. (1) Given the product [S:19]1[CH:15]=[CH:16][CH:17]=[C:18]1[N:3]1[CH2:4][C@:5]2([CH:10]3[CH2:11][CH2:12][N:7]([CH2:8][CH2:9]3)[CH2:6]2)[O:1][C:2]1=[O:13], predict the reactants needed to synthesize it. The reactants are: [O:1]1[C@@:5]2([CH:10]3[CH2:11][CH2:12][N:7]([CH2:8][CH2:9]3)[CH2:6]2)[CH2:4][NH:3][C:2]1=[O:13].Br[C:15]1[S:19][CH:18]=[CH:17][CH:16]=1.C(=O)([O-])[O-].[K+].[K+]. (2) Given the product [CH3:12][C:7]1[C:1]2[C:2](=[CH:3][CH:4]=[CH:5][CH:6]=2)[C:35](=[O:20])[NH:32][CH:8]=1, predict the reactants needed to synthesize it. The reactants are: [C:1]1([C:7]([CH3:12])=[CH:8]C(O)=O)[CH:6]=[CH:5][CH:4]=[CH:3][CH:2]=1.C1(P(N=[N+]=[N-])(C2C=CC=CC=2)=[O:20])C=CC=CC=1.C([N:32]([CH2:35]C)CC)C.